Dataset: NCI-60 drug combinations with 297,098 pairs across 59 cell lines. Task: Regression. Given two drug SMILES strings and cell line genomic features, predict the synergy score measuring deviation from expected non-interaction effect. (1) Drug 1: CCC1(CC2CC(C3=C(CCN(C2)C1)C4=CC=CC=C4N3)(C5=C(C=C6C(=C5)C78CCN9C7C(C=CC9)(C(C(C8N6C)(C(=O)OC)O)OC(=O)C)CC)OC)C(=O)OC)O.OS(=O)(=O)O. Drug 2: CC1CCCC2(C(O2)CC(NC(=O)CC(C(C(=O)C(C1O)C)(C)C)O)C(=CC3=CSC(=N3)C)C)C. Cell line: NCI-H522. Synergy scores: CSS=49.6, Synergy_ZIP=1.69, Synergy_Bliss=-0.650, Synergy_Loewe=-11.5, Synergy_HSA=-0.716. (2) Drug 2: CC1CCC2CC(C(=CC=CC=CC(CC(C(=O)C(C(C(=CC(C(=O)CC(OC(=O)C3CCCCN3C(=O)C(=O)C1(O2)O)C(C)CC4CCC(C(C4)OC)O)C)C)O)OC)C)C)C)OC. Synergy scores: CSS=5.17, Synergy_ZIP=-1.55, Synergy_Bliss=-2.12, Synergy_Loewe=-3.94, Synergy_HSA=-2.41. Drug 1: C1=CN(C(=O)N=C1N)C2C(C(C(O2)CO)O)O.Cl. Cell line: RXF 393. (3) Drug 2: CCC1(CC2CC(C3=C(CCN(C2)C1)C4=CC=CC=C4N3)(C5=C(C=C6C(=C5)C78CCN9C7C(C=CC9)(C(C(C8N6C)(C(=O)OC)O)OC(=O)C)CC)OC)C(=O)OC)O.OS(=O)(=O)O. Cell line: HCT116. Drug 1: C1CCC(CC1)NC(=O)N(CCCl)N=O. Synergy scores: CSS=33.3, Synergy_ZIP=-3.10, Synergy_Bliss=-5.43, Synergy_Loewe=-20.2, Synergy_HSA=-1.80. (4) Drug 1: C1CCC(CC1)NC(=O)N(CCCl)N=O. Drug 2: CC1CCC2CC(C(=CC=CC=CC(CC(C(=O)C(C(C(=CC(C(=O)CC(OC(=O)C3CCCCN3C(=O)C(=O)C1(O2)O)C(C)CC4CCC(C(C4)OC)O)C)C)O)OC)C)C)C)OC. Cell line: NCI-H226. Synergy scores: CSS=10.9, Synergy_ZIP=-7.74, Synergy_Bliss=-9.20, Synergy_Loewe=-19.3, Synergy_HSA=-7.42. (5) Drug 1: CC12CCC3C(C1CCC2=O)CC(=C)C4=CC(=O)C=CC34C. Drug 2: CC(C)(C#N)C1=CC(=CC(=C1)CN2C=NC=N2)C(C)(C)C#N. Cell line: HOP-92. Synergy scores: CSS=5.16, Synergy_ZIP=-0.993, Synergy_Bliss=-1.37, Synergy_Loewe=-0.749, Synergy_HSA=-1.32. (6) Drug 1: C1=CC(=CC=C1CCC2=CNC3=C2C(=O)NC(=N3)N)C(=O)NC(CCC(=O)O)C(=O)O. Drug 2: C1=NC(=NC(=O)N1C2C(C(C(O2)CO)O)O)N. Cell line: SK-OV-3. Synergy scores: CSS=49.9, Synergy_ZIP=2.13, Synergy_Bliss=1.69, Synergy_Loewe=-11.5, Synergy_HSA=1.22. (7) Drug 1: CC1=C(C=C(C=C1)NC2=NC=CC(=N2)N(C)C3=CC4=NN(C(=C4C=C3)C)C)S(=O)(=O)N.Cl. Drug 2: C1=CN(C=N1)CC(O)(P(=O)(O)O)P(=O)(O)O. Cell line: UO-31. Synergy scores: CSS=6.57, Synergy_ZIP=-2.94, Synergy_Bliss=0.216, Synergy_Loewe=2.17, Synergy_HSA=2.64. (8) Drug 1: CC12CCC3C(C1CCC2=O)CC(=C)C4=CC(=O)C=CC34C. Drug 2: C1CCC(CC1)NC(=O)N(CCCl)N=O. Cell line: HT29. Synergy scores: CSS=23.4, Synergy_ZIP=-1.71, Synergy_Bliss=-5.86, Synergy_Loewe=-21.0, Synergy_HSA=-6.21. (9) Drug 1: CC(C)(C#N)C1=CC(=CC(=C1)CN2C=NC=N2)C(C)(C)C#N. Drug 2: CC1C(C(CC(O1)OC2CC(CC3=C2C(=C4C(=C3O)C(=O)C5=CC=CC=C5C4=O)O)(C(=O)C)O)N)O. Cell line: SN12C. Synergy scores: CSS=38.4, Synergy_ZIP=0.517, Synergy_Bliss=-0.0459, Synergy_Loewe=-8.38, Synergy_HSA=0.488.